Task: Predict the reactants needed to synthesize the given product.. Dataset: Full USPTO retrosynthesis dataset with 1.9M reactions from patents (1976-2016) (1) Given the product [F:26][C:23]1[CH:24]=[CH:25][C:20]([C@:13]2([CH2:16][CH2:17][CH2:18][OH:19])[O:12][C:11](=[O:27])[N:10]([C@H:8]([C:5]3[CH:6]=[CH:7][C:2]([C:33]4[CH:34]=[N:35][C:30]([O:29][CH3:28])=[CH:31][CH:32]=4)=[CH:3][CH:4]=3)[CH3:9])[CH2:15][CH2:14]2)=[CH:21][CH:22]=1, predict the reactants needed to synthesize it. The reactants are: Br[C:2]1[CH:7]=[CH:6][C:5]([C@@H:8]([N:10]2[CH2:15][CH2:14][C@@:13]([C:20]3[CH:25]=[CH:24][C:23]([F:26])=[CH:22][CH:21]=3)([CH2:16][CH2:17][CH2:18][OH:19])[O:12][C:11]2=[O:27])[CH3:9])=[CH:4][CH:3]=1.[CH3:28][O:29][C:30]1[N:35]=[CH:34][C:33](B(O)O)=[CH:32][CH:31]=1. (2) The reactants are: [Cl:1][C:2]1[CH:7]=[CH:6][C:5](/[CH:8]=[N:9]/[S@:10]([C:12]([CH3:15])([CH3:14])[CH3:13])=[O:11])=[C:4]([F:16])[CH:3]=1.[Br-].[Cl-].[NH4+].O.[CH2:21]1[CH2:25]OC[CH2:22]1. Given the product [Cl:1][C:2]1[CH:7]=[CH:6][C:5]([C@H:8]([NH:9][S@:10]([C:12]([CH3:13])([CH3:15])[CH3:14])=[O:11])[CH:22]2[CH2:21][CH2:25]2)=[C:4]([F:16])[CH:3]=1, predict the reactants needed to synthesize it. (3) The reactants are: [CH3:1][O:2][CH2:3][CH2:4][O:5][CH2:6][CH2:7][O:8][CH2:9][C:10]([OH:12])=O.[N:13]([CH2:16][CH2:17][CH2:18][CH2:19][CH2:20][NH2:21])=[N+:14]=[N-:15].CCN(C(C)C)C(C)C.CN(C(ON1N=NC2C=CC=CC1=2)=[N+](C)C)C.F[P-](F)(F)(F)(F)F. Given the product [N:13]([CH2:16][CH2:17][CH2:18][CH2:19][CH2:20][NH:21][C:10](=[O:12])[CH2:9][O:8][CH2:7][CH2:6][O:5][CH2:4][CH2:3][O:2][CH3:1])=[N+:14]=[N-:15], predict the reactants needed to synthesize it. (4) Given the product [NH2:59][C:48]([C:34]1[NH:35][C:36]2[C:32]([C:33]=1[S:53]([N:62]([CH3:63])[CH2:5][CH2:6][C:20]([O:22][CH2:23][CH3:24])=[O:21])(=[O:54])=[O:55])=[CH:31][C:30]([Br:29])=[CH:38][CH:37]=2)=[O:50], predict the reactants needed to synthesize it. The reactants are: ClC1C=C2C(=CC=1)N(S(C1C=CC=CC=1)(=O)=O)[C:6]([C:20]([O:22][CH2:23][CH3:24])=[O:21])=[C:5]2S(Cl)(=O)=O.[Br:29][C:30]1[CH:31]=[C:32]2[C:36](=[CH:37][CH:38]=1)[N:35](S(C1C=CC=CC=1)(=O)=O)[C:34]([C:48]([O:50]CC)=O)=[C:33]2[S:53](Cl)(=[O:55])=[O:54].Cl.C[NH2:59].Cl.C[NH:62][CH2:63]CC(OC)=O. (5) Given the product [CH3:25][C:20]1[CH:21]=[C:22]([OH:23])[CH:17]=[C:18]([CH3:26])[CH:19]=1, predict the reactants needed to synthesize it. The reactants are: C1(C(N(C2C(OC)=NC([C:17]3[C:22]([O:23]C)=[CH:21][C:20]([CH3:25])=[CH:19][C:18]=3[CH3:26])=NC=2C)CCC)=O)CC1.[H-].C([Al+]CC(C)C)C(C)C.Cl.[OH-].[Na+]. (6) The reactants are: [CH3:1][N:2]1[C:10]2([CH2:15][CH2:14][N:13]([C:16]([O:18][C:19]([CH3:22])([CH3:21])[CH3:20])=[O:17])[CH2:12][CH2:11]2)[C:6]2=[CH:7][CH:8]=[CH:9][N:5]2[CH2:4][CH2:3]1.[Br:23]N1C(=O)CCC1=O. Given the product [Br:23][C:9]1[N:5]2[CH2:4][CH2:3][N:2]([CH3:1])[C:10]3([CH2:11][CH2:12][N:13]([C:16]([O:18][C:19]([CH3:22])([CH3:21])[CH3:20])=[O:17])[CH2:14][CH2:15]3)[C:6]2=[CH:7][CH:8]=1, predict the reactants needed to synthesize it. (7) Given the product [CH2:16]([S:13]([N:12]([CH3:18])[C:5]1[N:4]=[C:3]([C:19]([NH:35][CH2:34][C:28]2[CH:29]=[CH:30][C:31]([F:33])=[CH:32][C:27]=2[C:25]([NH:24][CH3:23])=[O:26])=[O:21])[C:2]([OH:1])=[C:11]2[C:6]=1[CH:7]=[CH:8][CH:9]=[N:10]2)(=[O:14])=[O:15])[CH3:17], predict the reactants needed to synthesize it. The reactants are: [OH:1][C:2]1[C:3]([C:19]([OH:21])=O)=[N:4][C:5]([N:12]([CH3:18])[S:13]([CH2:16][CH3:17])(=[O:15])=[O:14])=[C:6]2[C:11]=1[N:10]=[CH:9][CH:8]=[CH:7]2.[Cl-].[CH3:23][NH:24][C:25]([C:27]1[CH:32]=[C:31]([F:33])[CH:30]=[CH:29][C:28]=1[CH2:34][NH3+:35])=[O:26].Cl.CN(C)CCCN=C=NCC.ON1C2N=CC=CC=2N=N1.C(N(C(C)C)CC)(C)C.